Dataset: Retrosynthesis with 50K atom-mapped reactions and 10 reaction types from USPTO. Task: Predict the reactants needed to synthesize the given product. (1) Given the product OCc1nn(-c2ccccc2F)cc1CN1CCC2(CC1)OCC(F)(F)c1cc(Cl)sc12, predict the reactants needed to synthesize it. The reactants are: CCOC(=O)c1nn(-c2ccccc2F)cc1CN1CCC2(CC1)OCC(F)(F)c1cc(Cl)sc12. (2) Given the product COc1cc2c(Nc3ccc(C)c(OC(C)=O)c3)ncnc2cc1O, predict the reactants needed to synthesize it. The reactants are: COc1cc2c(Nc3ccc(C)c(OC(C)=O)c3)ncnc2cc1OCc1ccccc1. (3) Given the product CC(C)N(C(=O)CBr)c1ccc(F)cc1, predict the reactants needed to synthesize it. The reactants are: CC(C)Nc1ccc(F)cc1.O=C(Br)CBr. (4) Given the product Cn1ncc2c1-c1c(Oc3ncccn3)sc(C(=O)O)c1CC2, predict the reactants needed to synthesize it. The reactants are: CCOC(=O)c1sc(Oc2ncccn2)c2c1CCc1cnn(C)c1-2. (5) Given the product Oc1ccc(Cc2ccc(I)cc2)cc1, predict the reactants needed to synthesize it. The reactants are: COc1ccc(Cc2ccc(I)cc2)cc1. (6) The reactants are: C=C(Br)CN1CCCC1=O.CCCC[Sn](CCCC)(CCCC)c1cccnc1. Given the product C=C(CN1CCCC1=O)c1cccnc1, predict the reactants needed to synthesize it. (7) Given the product COC(=O)c1ccc(COCc2cccs2)cc1-c1ccccc1C, predict the reactants needed to synthesize it. The reactants are: COC(=O)c1ccc(CBr)cc1-c1ccccc1C.OCc1cccs1. (8) The reactants are: Brc1ccc2c(c1)CCN2.CC(C)(C)OC(=O)OC(=O)OC(C)(C)C. Given the product CC(C)(C)OC(=O)N1CCc2cc(Br)ccc21, predict the reactants needed to synthesize it. (9) Given the product CN(C)CCOc1ccc2c(c1)OC(C)(C)CC2c1cccc2ccccc12, predict the reactants needed to synthesize it. The reactants are: CC1(C)CC(c2cccc3ccccc23)c2ccc(O)cc2O1.CN(C)CCCl. (10) Given the product COc1ccc2c(Nc3ccccc3Cl)cc(=O)oc2c1OC1CCCC1, predict the reactants needed to synthesize it. The reactants are: COc1ccc2c(Cl)cc(=O)oc2c1OC1CCCC1.Nc1ccccc1Cl.